Dataset: Catalyst prediction with 721,799 reactions and 888 catalyst types from USPTO. Task: Predict which catalyst facilitates the given reaction. (1) Reactant: Cl[C:2](Cl)([O:4]C(=O)OC(Cl)(Cl)Cl)Cl.[CH2:13]([NH:15][C:16]1[CH:24]=[C:23]([I:25])[CH:22]=[CH:21][C:17]=1[C:18]([OH:20])=[O:19])[CH3:14]. Product: [CH2:13]([N:15]1[C:16]2[CH:24]=[C:23]([I:25])[CH:22]=[CH:21][C:17]=2[C:18](=[O:20])[O:19][C:2]1=[O:4])[CH3:14]. The catalyst class is: 12. (2) Reactant: [H-].[Al+3].[Li+].[H-].[H-].[H-].C[O:8][C:9](=O)[C:10]1[CH:15]=[CH:14][C:13]([C:16]2[NH:17][C:18](=[O:26])[C:19]3[C:24]([CH:25]=2)=[CH:23][CH:22]=[CH:21][CH:20]=3)=[CH:12][CH:11]=1.Cl. Product: [OH:8][CH2:9][C:10]1[CH:11]=[CH:12][C:13]([C:16]2[NH:17][C:18](=[O:26])[C:19]3[C:24]([CH:25]=2)=[CH:23][CH:22]=[CH:21][CH:20]=3)=[CH:14][CH:15]=1. The catalyst class is: 36. (3) Reactant: [CH3:1][O:2][CH2:3][C:4]1([C:17]([O:19]CC)=[O:18])[CH2:9][CH2:8][N:7]([C:10]([O:12][C:13]([CH3:16])([CH3:15])[CH3:14])=[O:11])[CH2:6][CH2:5]1.O.[OH-].[Li+].OS([O-])(=O)=O.[Na+]. Product: [C:13]([O:12][C:10]([N:7]1[CH2:8][CH2:9][C:4]([CH2:3][O:2][CH3:1])([C:17]([OH:19])=[O:18])[CH2:5][CH2:6]1)=[O:11])([CH3:16])([CH3:15])[CH3:14]. The catalyst class is: 40. (4) Reactant: [CH:1]1([C@H:7]([NH:12][C:13]([C:15]2[CH:19]=[C:18]([C:20]3[CH:25]=[CH:24][C:23]([O:26][C:27]([F:30])([F:29])[F:28])=[CH:22][CH:21]=3)[S:17][C:16]=2[NH:31][C:32]([NH:34][C:35]2[C:40]([Cl:41])=[CH:39][C:38]([O:42][C:43]([F:46])([F:45])[F:44])=[CH:37][C:36]=2[Cl:47])=[O:33])=[O:14])[C:8]([O:10]C)=[O:9])[CH2:6][CH2:5][CH2:4][CH2:3][CH2:2]1.[OH-].[Li+]. Product: [CH:1]1([C@H:7]([NH:12][C:13]([C:15]2[CH:19]=[C:18]([C:20]3[CH:25]=[CH:24][C:23]([O:26][C:27]([F:28])([F:29])[F:30])=[CH:22][CH:21]=3)[S:17][C:16]=2[NH:31][C:32]([NH:34][C:35]2[C:40]([Cl:41])=[CH:39][C:38]([O:42][C:43]([F:46])([F:45])[F:44])=[CH:37][C:36]=2[Cl:47])=[O:33])=[O:14])[C:8]([OH:10])=[O:9])[CH2:2][CH2:3][CH2:4][CH2:5][CH2:6]1. The catalyst class is: 1. (5) Reactant: [N:1]1[CH:6]=[CH:5][CH:4]=[C:3]([NH:7][C:8](=[O:15])OCC(Cl)(Cl)Cl)[CH:2]=1.[S:16]1[CH:20]=[CH:19][CH:18]=[C:17]1[C:21]1[N:25]=[C:24]([N:26]2[CH2:31][CH2:30][NH:29][CH2:28][CH2:27]2)[S:23][N:22]=1.C(N(C(C)C)CC)(C)C.O. Product: [N:1]1[CH:6]=[CH:5][CH:4]=[C:3]([NH:7][C:8]([N:29]2[CH2:28][CH2:27][N:26]([C:24]3[S:23][N:22]=[C:21]([C:17]4[S:16][CH:20]=[CH:19][CH:18]=4)[N:25]=3)[CH2:31][CH2:30]2)=[O:15])[CH:2]=1. The catalyst class is: 16. (6) Reactant: [CH2:1]([O:5][C:6]1[CH:11]=[CH:10][C:9]([S:12]([C:15]2([C:32]([O:34]C)=[O:33])[CH2:20][CH2:19][N:18]([S:21]([C:24]3[CH:29]=[CH:28][C:27]([O:30][CH3:31])=[CH:26][CH:25]=3)(=[O:23])=[O:22])[CH2:17][CH2:16]2)(=[O:14])=[O:13])=[CH:8][CH:7]=1)[C:2]#[C:3][CH3:4].[OH-].[Na+]. Product: [CH2:1]([O:5][C:6]1[CH:11]=[CH:10][C:9]([S:12]([C:15]2([C:32]([OH:34])=[O:33])[CH2:20][CH2:19][N:18]([S:21]([C:24]3[CH:25]=[CH:26][C:27]([O:30][CH3:31])=[CH:28][CH:29]=3)(=[O:22])=[O:23])[CH2:17][CH2:16]2)(=[O:13])=[O:14])=[CH:8][CH:7]=1)[C:2]#[C:3][CH3:4]. The catalyst class is: 83.